This data is from TCR-epitope binding with 47,182 pairs between 192 epitopes and 23,139 TCRs. The task is: Binary Classification. Given a T-cell receptor sequence (or CDR3 region) and an epitope sequence, predict whether binding occurs between them. The epitope is YIFFASFYY. The TCR CDR3 sequence is CASSFTGDYGYTF. Result: 1 (the TCR binds to the epitope).